From a dataset of Catalyst prediction with 721,799 reactions and 888 catalyst types from USPTO. Predict which catalyst facilitates the given reaction. (1) Reactant: [C:1]([Cl:4])(=O)C.Cl.[Br:6][C:7]1[CH:16]=[CH:15][CH:14]=[C:13]2[C:8]=1[CH2:9][C@H:10]([C:17]([OH:19])=[O:18])[NH:11][CH2:12]2. Product: [ClH:4].[Br:6][C:7]1[CH:16]=[CH:15][CH:14]=[C:13]2[C:8]=1[CH2:9][C@H:10]([C:17]([O:19][CH3:1])=[O:18])[NH:11][CH2:12]2. The catalyst class is: 5. (2) Reactant: [N+:1]([C:4]1[CH:5]=[CH:6][C:7]2[CH2:13][CH2:12][C:11](=[O:14])[CH2:10][CH2:9][C:8]=2[CH:15]=1)([O-])=O. Product: [NH2:1][C:4]1[CH:5]=[CH:6][C:7]2[CH2:13][CH2:12][C:11](=[O:14])[CH2:10][CH2:9][C:8]=2[CH:15]=1. The catalyst class is: 295. (3) Reactant: Cl[C:2]1[CH:10]=[CH:9][C:5]([C:6]([NH2:8])=[O:7])=[CH:4][N:3]=1.[NH:11]1[CH2:14][CH:13]([OH:15])[CH2:12]1.C([O-])([O-])=O.[K+].[K+]. Product: [OH:15][CH:13]1[CH2:14][N:11]([C:2]2[CH:10]=[CH:9][C:5]([C:6]([NH2:8])=[O:7])=[CH:4][N:3]=2)[CH2:12]1. The catalyst class is: 3. (4) Reactant: [F:1][C:2]1[C:19]([NH:20][S:21]([CH2:24][CH2:25][CH3:26])(=[O:23])=[O:22])=[CH:18][CH:17]=[C:16]([F:27])[C:3]=1[C:4]([NH:6][C:7]1[CH:8]=[C:9]2[CH:15]=[CH:14][NH:13][C:10]2=[N:11][CH:12]=1)=[O:5].[Br:28]N1C(=O)CCC1=O. Product: [Br:28][C:15]1[C:9]2[C:10](=[N:11][CH:12]=[C:7]([NH:6][C:4](=[O:5])[C:3]3[C:16]([F:27])=[CH:17][CH:18]=[C:19]([NH:20][S:21]([CH2:24][CH2:25][CH3:26])(=[O:23])=[O:22])[C:2]=3[F:1])[CH:8]=2)[NH:13][CH:14]=1. The catalyst class is: 22. (5) Reactant: [CH2:1]([O:8][C@@H:9]1[C@@H:14]([O:15][CH2:16][C:17]2[CH:22]=[CH:21][CH:20]=[CH:19][CH:18]=2)[C@H:13]([O:23][CH2:24][C:25]2[CH:30]=[CH:29][CH:28]=[CH:27][CH:26]=2)[C@@H:12]([CH2:31][O:32][CH2:33][C:34]2[CH:39]=[CH:38][CH:37]=[CH:36][CH:35]=2)[O:11][CH:10]1[C:40]1[C:45]2[CH2:46][CH2:47][O:48][C:44]=2[C:43]([Cl:49])=[C:42]([CH2:50][O:51][Si](C(C)(C)C)(C2C=CC=CC=2)C2C=CC=CC=2)[CH:41]=1)[C:2]1[CH:7]=[CH:6][CH:5]=[CH:4][CH:3]=1.[F-].C([N+](CCCC)(CCCC)CCCC)CCC. Product: [Cl:49][C:43]1[C:44]2[O:48][CH2:47][CH2:46][C:45]=2[C:40]([C@H:10]2[C@H:9]([O:8][CH2:1][C:2]3[CH:7]=[CH:6][CH:5]=[CH:4][CH:3]=3)[C@@H:14]([O:15][CH2:16][C:17]3[CH:22]=[CH:21][CH:20]=[CH:19][CH:18]=3)[C@H:13]([O:23][CH2:24][C:25]3[CH:26]=[CH:27][CH:28]=[CH:29][CH:30]=3)[C@@H:12]([CH2:31][O:32][CH2:33][C:34]3[CH:35]=[CH:36][CH:37]=[CH:38][CH:39]=3)[O:11]2)=[CH:41][C:42]=1[CH2:50][OH:51]. The catalyst class is: 1.